Task: Binary Classification. Given a T-cell receptor sequence (or CDR3 region) and an epitope sequence, predict whether binding occurs between them.. Dataset: TCR-epitope binding with 47,182 pairs between 192 epitopes and 23,139 TCRs The epitope is FLNGSCGSV. The TCR CDR3 sequence is CASSNTYEQYF. Result: 1 (the TCR binds to the epitope).